From a dataset of Full USPTO retrosynthesis dataset with 1.9M reactions from patents (1976-2016). Predict the reactants needed to synthesize the given product. (1) The reactants are: [CH2:1]([O:5][C:6]1[CH:11]=[CH:10][C:9]([CH2:12]C(O)=O)=[CH:8][CH:7]=1)[CH2:2][CH2:3][CH3:4].Cl.C(N=C=[N:21][CH2:22][CH2:23][CH2:24][N:25]([CH3:27])[CH3:26])C.O.O[N:30]1[C:34]2C=CC=[CH:38][C:33]=2N=N1.[CH3:39][N:40]([CH3:43])[CH:41]=[O:42]. Given the product [CH2:1]([O:5][C:6]1[CH:7]=[CH:8][C:9]([CH2:12][C:41]([N:40]2[CH2:43][CH2:26][N:25]([C:24]3[N:30]=[CH:34][CH:33]=[CH:38][C:23]=3[C:22]#[N:21])[CH2:27][CH2:39]2)=[O:42])=[CH:10][CH:11]=1)[CH2:2][CH2:3][CH3:4], predict the reactants needed to synthesize it. (2) Given the product [CH3:1][O:2][C:3]([C:5]1[S:6][C:7]([C:24]#[C:25][C:26]([CH3:29])([CH3:28])[CH3:27])=[CH:8][C:9]=1[N:10]1[CH:15]([CH:16]2[CH2:21][CH2:20][CH2:19][CH2:18][CH2:17]2)[CH2:14][CH2:13][C@H:12]([Br:31])[C:11]1=[O:23])=[O:4], predict the reactants needed to synthesize it. The reactants are: [CH3:1][O:2][C:3]([C:5]1[S:6][C:7]([C:24]#[C:25][C:26]([CH3:29])([CH3:28])[CH3:27])=[CH:8][C:9]=1[N:10]1[C@H:15]([CH:16]2[CH2:21][CH2:20][CH2:19][CH2:18][CH2:17]2)[CH2:14][CH2:13][C@H:12](O)[C:11]1=[O:23])=[O:4].P(Br)(Br)[Br:31]. (3) Given the product [S:24]([C:28]1[CH:29]=[C:30]([NH:34][C:21]([C:20]2[CH:19]=[N:18][N:12]3[C:13]([CH:15]([F:16])[F:17])=[CH:14][C:9]([C:4]4[CH:5]=[CH:6][C:7]([Cl:8])=[C:2]([Cl:1])[CH:3]=4)=[N:10][C:11]=23)=[O:22])[CH:31]=[CH:32][CH:33]=1)(=[O:26])(=[O:27])[NH2:25], predict the reactants needed to synthesize it. The reactants are: [Cl:1][C:2]1[CH:3]=[C:4]([C:9]2[CH:14]=[C:13]([CH:15]([F:17])[F:16])[N:12]3[N:18]=[CH:19][C:20]([C:21](O)=[O:22])=[C:11]3[N:10]=2)[CH:5]=[CH:6][C:7]=1[Cl:8].[S:24]([C:28]1[CH:29]=[C:30]([NH2:34])[CH:31]=[CH:32][CH:33]=1)(=[O:27])(=[O:26])[NH2:25]. (4) Given the product [CH3:11][C:12]1[N:13]=[CH:14][C:15]([C:18](=[O:20])[CH2:19][C:21](=[O:27])[C:22]([O:24][CH2:25][CH3:26])=[O:23])=[N:16][CH:17]=1, predict the reactants needed to synthesize it. The reactants are: C[Si]([N-][Si](C)(C)C)(C)C.[Li+].[CH3:11][C:12]1[N:13]=[CH:14][C:15]([C:18](=[O:20])[CH3:19])=[N:16][CH:17]=1.[C:21](OCC)(=[O:27])[C:22]([O:24][CH2:25][CH3:26])=[O:23].O. (5) Given the product [CH2:35]([O:5][C:6]([N:8]1[CH2:13][CH2:12][CH:11]([N:14]2[C:18]3=[N:19][CH:20]=[N:21][C:22]([O:23][C:24]4[C:25]([CH3:30])=[N:26][CH:27]=[CH:28][CH:29]=4)=[C:17]3[CH:16]=[N:15]2)[CH2:10][CH2:9]1)=[O:7])[C:36]1[CH:41]=[CH:40][CH:39]=[CH:38][CH:37]=1, predict the reactants needed to synthesize it. The reactants are: C([O:5][C:6]([N:8]1[CH2:13][CH2:12][CH:11]([N:14]2[C:18]3=[N:19][CH:20]=[N:21][C:22]([O:23][C:24]4[C:25]([CH3:30])=[N:26][CH:27]=[CH:28][CH:29]=4)=[C:17]3[CH:16]=[N:15]2)[CH2:10][CH2:9]1)=[O:7])(C)(C)C.ClC(O[CH2:35][C:36]1[CH:41]=[CH:40][CH:39]=[CH:38][CH:37]=1)=O.C(N(CC)CC)C.O. (6) The reactants are: [Cl:1][C:2]1[N:7]=[CH:6][C:5]2[C:8](I)=[N:9][N:10]([C:11]([C:24]3[CH:29]=[CH:28][CH:27]=[CH:26][CH:25]=3)([C:18]3[CH:23]=[CH:22][CH:21]=[CH:20][CH:19]=3)[C:12]3[CH:17]=[CH:16][CH:15]=[CH:14][CH:13]=3)[C:4]=2[CH:3]=1.[NH:31]1CCC[C@H:32]1C(O)=O.C(=O)([O-])[O-].[K+].[K+].Cl.CN.[OH-].[NH4+]. Given the product [Cl:1][C:2]1[N:7]=[CH:6][C:5]2[C:8]([NH:31][CH3:32])=[N:9][N:10]([C:11]([C:24]3[CH:29]=[CH:28][CH:27]=[CH:26][CH:25]=3)([C:18]3[CH:23]=[CH:22][CH:21]=[CH:20][CH:19]=3)[C:12]3[CH:17]=[CH:16][CH:15]=[CH:14][CH:13]=3)[C:4]=2[CH:3]=1, predict the reactants needed to synthesize it.